The task is: Predict the reaction yield, written as a fraction of the theoretical maximum amount of product (1.0 means a 100% yield; for example, 0.34 means a 34% yield).. This data is from Reaction yield outcomes from USPTO patents with 853,638 reactions. (1) The reactants are CC([CH:5]([N:27]([CH2:31][CH2:32][CH2:33][NH:34][C:35]([O:37][C:38]([CH3:41])([CH3:40])[CH3:39])=[O:36])[C:28](=[O:30])[O-:29])[C:6]1[N:10]2[CH:11]=[CH:12][CH:13]=[CH:14][C:9]2=[N:8][C:7]=1[CH2:15][N:16]1C(=O)C2C(=CC=CC=2)C1=O)(C)C.NN. The catalyst is CO. The product is [NH2:16][CH2:15][C:7]1[N:8]=[C:9]2[CH:14]=[CH:13][CH:12]=[CH:11][N:10]2[C:6]=1[CH2:5][N:27]([CH2:31][CH2:32][CH2:33][NH:34][C:35]([O:37][C:38]([CH3:40])([CH3:39])[CH3:41])=[O:36])[C:28](=[O:30])[O:29][C:38]([CH3:41])([CH3:40])[CH3:39]. The yield is 0.370. (2) The reactants are [N+:1]([C:4]1[CH:5]=[CH:6][C:7]2[O:12][CH2:11][C@H:10]([CH2:13][OH:14])[O:9][C:8]=2[CH:15]=1)([O-:3])=[O:2].[C:16]1([CH3:26])[CH:21]=[CH:20][C:19]([S:22](Cl)(=[O:24])=[O:23])=[CH:18][CH:17]=1.O. The catalyst is N1C=CC=CC=1. The product is [CH3:26][C:16]1[CH:21]=[CH:20][C:19]([S:22]([O:14][CH2:13][C@@H:10]2[O:9][C:8]3[CH:15]=[C:4]([N+:1]([O-:3])=[O:2])[CH:5]=[CH:6][C:7]=3[O:12][CH2:11]2)(=[O:24])=[O:23])=[CH:18][CH:17]=1. The yield is 0.810. (3) The reactants are [Cl:1][C:2]1[CH:7]=[C:6]([Cl:8])[CH:5]=[CH:4][C:3]=1[N:9]1[C:14]2=[N:15][C:16]3[C:17](=[C:18]([CH:22]=[O:23])[CH:19]=[CH:20][CH:21]=3)[N:13]2[CH2:12][CH2:11][CH2:10]1.[CH2:24]([Mg]Br)[CH3:25]. The catalyst is O1CCCC1. The product is [Cl:1][C:2]1[CH:7]=[C:6]([Cl:8])[CH:5]=[CH:4][C:3]=1[N:9]1[C:14]2=[N:15][C:16]3[CH:21]=[CH:20][CH:19]=[C:18]([CH:22]([OH:23])[CH2:24][CH3:25])[C:17]=3[N:13]2[CH2:12][CH2:11][CH2:10]1. The yield is 0.900. (4) The reactants are [CH:1]12[O:9][CH:5]([CH2:6][NH:7][CH2:8]1)[CH2:4][N:3]([C:10]1[CH:15]=[CH:14][C:13]([NH:16][C:17]3[N:22]=[C:21]([C:23]4[N:27]5[CH:28]=[CH:29][CH:30]=[C:31]([F:32])[C:26]5=[N:25][CH:24]=4)[C:20]([Cl:33])=[CH:19][N:18]=3)=[C:12]([O:34][CH3:35])[CH:11]=1)[CH2:2]2.Br[CH2:37][CH2:38][C:39]([OH:41])=O.[CH2:42]([N:44](C(C)C)C(C)C)C.Cl.CN.CN(C(ON1N=NC2C=CC=NC1=2)=[N+](C)C)C.F[P-](F)(F)(F)(F)F. The catalyst is CN(C=O)C. The product is [Cl:33][C:20]1[C:21]([C:23]2[N:27]3[CH:28]=[CH:29][CH:30]=[C:31]([F:32])[C:26]3=[N:25][CH:24]=2)=[N:22][C:17]([NH:16][C:13]2[CH:14]=[CH:15][C:10]([N:3]3[CH2:4][CH:5]4[O:9][CH:1]([CH2:8][N:7]([CH2:37][CH2:38][C:39]([NH:44][CH3:42])=[O:41])[CH2:6]4)[CH2:2]3)=[CH:11][C:12]=2[O:34][CH3:35])=[N:18][CH:19]=1. The yield is 0.560. (5) The reactants are [CH3:1][CH:2]1[CH:11]([CH3:12])[CH2:10][CH:9]2[C:4]([CH3:13])([CH2:5][CH:6]=[CH:7][CH2:8]2)[C:3]1=[O:14]. The catalyst is C(OCC)(=O)C.[Pd]. The product is [CH3:1][CH:2]1[CH:11]([CH3:12])[CH2:10][CH:9]2[C:4]([CH3:13])([CH2:5][CH2:6][CH2:7][CH2:8]2)[C:3]1=[O:14]. The yield is 0.980.